Dataset: Catalyst prediction with 721,799 reactions and 888 catalyst types from USPTO. Task: Predict which catalyst facilitates the given reaction. (1) Reactant: [C:1]([CH2:9][C:10]([O-:12])=O)(=O)[C:2]1[CH:7]=[CH:6][N:5]=[CH:4][CH:3]=1.[CH3:13][NH:14][NH:15][C:16]1[CH:21]=[CH:20][CH:19]=[CH:18][CH:17]=1.C(O)(=O)C. Product: [CH3:13][N:14]1[C:1]([C:2]2[CH:3]=[CH:4][N:5]=[CH:6][CH:7]=2)=[CH:9][C:10](=[O:12])[N:15]1[C:16]1[CH:21]=[CH:20][CH:19]=[CH:18][CH:17]=1. The catalyst class is: 6. (2) Product: [CH3:1][O:2][C:3](=[O:19])[C:4]1[CH:5]=[CH:6][C:7]([O:10][CH2:11][C:12]([OH:14])=[O:13])=[CH:8][CH:9]=1. The catalyst class is: 2. Reactant: [CH3:1][O:2][C:3](=[O:19])[C:4]1[CH:9]=[CH:8][C:7]([O:10][CH2:11][C:12]([O:14]C(C)(C)C)=[O:13])=[CH:6][CH:5]=1.FC(F)(F)C(O)=O. (3) Reactant: Cl[C:2]1[CH:3]=[CH:4][C:5]2[N:6]([C:8]([C@H:11]([C:13]3[CH:14]=[C:15]4[C:19](=[CH:20][C:21]=3[F:22])[N:18]([CH3:23])[N:17]=[CH:16]4)[CH3:12])=[CH:9][N:10]=2)[N:7]=1.[F-].[K+].CCO[C:29]([CH3:31])=[O:30]. Product: [F:22][C:21]1[CH:20]=[C:19]2[C:15]([CH:16]=[N:17][N:18]2[CH3:23])=[CH:14][C:13]=1[C@@H:11]([C:8]1[N:6]2[N:7]=[C:2]([N:10]3[CH2:9][CH2:8][N:6]([CH3:5])[C:29](=[O:30])[CH2:31]3)[CH:3]=[CH:4][C:5]2=[N:10][CH:9]=1)[CH3:12]. The catalyst class is: 37. (4) Reactant: [N+:1]([C:4]1[CH:9]=[CH:8][C:7]([C:10]2[N:15]=[C:14]3[N:16]([CH2:19][C:20]([F:23])([F:22])[F:21])[N:17]=[CH:18][C:13]3=[C:12]([N:24]3[CH2:29][C@@H:28]4[CH2:30][C@H:25]3[CH2:26][O:27]4)[N:11]=2)=[CH:6][CH:5]=1)([O-])=O. Product: [C@H:28]12[CH2:30][C@H:25]([N:24]([C:12]3[N:11]=[C:10]([C:7]4[CH:6]=[CH:5][C:4]([NH2:1])=[CH:9][CH:8]=4)[N:15]=[C:14]4[N:16]([CH2:19][C:20]([F:22])([F:23])[F:21])[N:17]=[CH:18][C:13]=34)[CH2:29]1)[CH2:26][O:27]2. The catalyst class is: 54. (5) Reactant: [CH:1]1([N:4]([C:25]([C@@H:27]2[O:32][CH2:31][C@H:30]([CH2:33][OH:34])[NH:29][CH2:28]2)=[O:26])[C@@H:5]([C:7]2[C:15]3[C:10](=[N:11][C:12]([CH3:16])=[CH:13][CH:14]=3)[N:9]([CH2:17][CH2:18][CH2:19][NH:20][C:21](=[O:24])[O:22][CH3:23])[N:8]=2)[CH3:6])[CH2:3][CH2:2]1.[CH:35](=O)[C:36]1[CH:41]=[CH:40][CH:39]=[CH:38][CH:37]=1.C(O[BH-](OC(=O)C)OC(=O)C)(=O)C.[Na+].C(=O)([O-])O.[Na+]. Product: [CH2:35]([N:29]1[C@@H:30]([CH2:33][OH:34])[CH2:31][O:32][C@@H:27]([C:25]([N:4]([CH:1]2[CH2:2][CH2:3]2)[C@@H:5]([C:7]2[C:15]3[C:10](=[N:11][C:12]([CH3:16])=[CH:13][CH:14]=3)[N:9]([CH2:17][CH2:18][CH2:19][NH:20][C:21](=[O:24])[O:22][CH3:23])[N:8]=2)[CH3:6])=[O:26])[CH2:28]1)[C:36]1[CH:41]=[CH:40][CH:39]=[CH:38][CH:37]=1. The catalyst class is: 4.